From a dataset of Catalyst prediction with 721,799 reactions and 888 catalyst types from USPTO. Predict which catalyst facilitates the given reaction. (1) Reactant: Cl[C:2]1[N:7]=[C:6]([S:8][C:9]2[CH:15]=[CH:14][C:12]([NH2:13])=[CH:11][CH:10]=2)[CH:5]=[CH:4][N:3]=1.C(=O)([O-])[O-].[Na+].[Na+].O1[CH2:27][CH2:26]OCC1. Product: [NH:3]1[C:26]2[C:27](=[CH:15][CH:9]=[CH:10][CH:11]=2)[CH:5]=[C:4]1[C:2]1[N:7]=[C:6]([S:8][C:9]2[CH:15]=[CH:14][C:12]([NH2:13])=[CH:11][CH:10]=2)[CH:5]=[CH:4][N:3]=1. The catalyst class is: 140. (2) Reactant: [Cl:1][C:2]1[CH:3]=[CH:4][CH:5]=[C:6]2[C:11]=1[N:10]=[CH:9][N:8]=[C:7]2[C:12]1[CH:17]=[C:16]([O:18][C:19]2[CH:24]=[CH:23][CH:22]=[C:21]([S:25]([CH2:28][CH2:29][CH2:30][O:31]C3CCCCO3)(=[O:27])=[O:26])[CH:20]=2)[CH:15]=[CH:14][C:13]=1[F:38].C1(S(O)(=O)=O)C=CC=CC=1. Product: [Cl:1][C:2]1[CH:3]=[CH:4][CH:5]=[C:6]2[C:11]=1[N:10]=[CH:9][N:8]=[C:7]2[C:12]1[CH:17]=[C:16]([CH:15]=[CH:14][C:13]=1[F:38])[O:18][C:19]1[CH:20]=[C:21]([S:25]([CH2:28][CH2:29][CH2:30][OH:31])(=[O:26])=[O:27])[CH:22]=[CH:23][CH:24]=1. The catalyst class is: 5. (3) Product: [Cl:11][C:7]1[CH:6]=[C:5]2[C:4](=[C:9]([Cl:10])[CH:8]=1)[C:3](=[O:14])[N:24]([C@H:22]([C:19]1[CH:20]=[CH:21][C:16]([Cl:15])=[CH:17][CH:18]=1)[CH3:23])[CH2:12]2. Reactant: CO[C:3](=[O:14])[C:4]1[C:9]([Cl:10])=[CH:8][C:7]([Cl:11])=[CH:6][C:5]=1[CH2:12]Br.[Cl:15][C:16]1[CH:21]=[CH:20][C:19]([C@@H:22]([NH2:24])[CH3:23])=[CH:18][CH:17]=1.C([O-])([O-])=O.[K+].[K+].C(OCC)(=O)C. The catalyst class is: 345. (4) Product: [Si:1]([O:8][CH2:9][CH2:10][NH:11][C:12]1[CH:13]=[CH:14][C:15]([NH2:18])=[CH:16][CH:17]=1)([C:4]([CH3:7])([CH3:6])[CH3:5])([CH3:3])[CH3:2]. The catalyst class is: 29. Reactant: [Si:1]([O:8][CH2:9][CH2:10][NH:11][C:12]1[CH:17]=[CH:16][C:15]([N+:18]([O-])=O)=[CH:14][CH:13]=1)([C:4]([CH3:7])([CH3:6])[CH3:5])([CH3:3])[CH3:2].[H][H]. (5) Reactant: C([Li])CCC.Br[C:7]1[CH:8]=[CH:9][C:10]([CH3:15])=[C:11]([CH:14]=1)[C:12]#[N:13].[B:16](OC(C)C)([O:21]C(C)C)[O:17]C(C)C.Cl. Product: [C:12]([C:11]1[CH:14]=[C:7]([B:16]([OH:21])[OH:17])[CH:8]=[CH:9][C:10]=1[CH3:15])#[N:13]. The catalyst class is: 7. (6) Reactant: [C:1]1([S:7]([N:10]2[CH:14]=[C:13]([CH:15]=[CH:16][C:17]3[CH:22]=[CH:21][CH:20]=[C:19]([F:23])[CH:18]=3)[C:12]([C:24]3[CH:25]=[N:26][CH:27]=[CH:28][CH:29]=3)=[N:11]2)(=[O:9])=[O:8])[CH:6]=[CH:5][CH:4]=[CH:3][CH:2]=1.[OH-].[K+].NN.O. Product: [F:23][C:19]1[CH:18]=[C:17]([CH:16]=[CH:15][C:13]2[C:12]([C:24]3[CH:25]=[N:26][CH:27]=[CH:28][CH:29]=3)=[N:11][NH:10][CH:14]=2)[CH:22]=[CH:21][CH:20]=1.[C:1]1([S:7]([N:10]2[CH:14]=[C:13]([CH:15]=[CH:16][C:17]3[CH:22]=[CH:21][CH:20]=[C:19]([F:23])[CH:18]=3)[C:12]([C:24]3[CH:25]=[N:26][CH:27]=[CH:28][CH:29]=3)=[N:11]2)(=[O:8])=[O:9])[CH:2]=[CH:3][CH:4]=[CH:5][CH:6]=1. The catalyst class is: 831. (7) Reactant: C[O:2][C:3](=[O:18])[CH:4]([C:7]1[CH:12]=[CH:11][C:10]([O:13][CH2:14][CH2:15][CH2:16][CH3:17])=[CH:9][CH:8]=1)[CH2:5][CH3:6].[OH-].[Na+].Cl. Product: [CH2:14]([O:13][C:10]1[CH:9]=[CH:8][C:7]([CH:4]([CH2:5][CH3:6])[C:3]([OH:18])=[O:2])=[CH:12][CH:11]=1)[CH2:15][CH2:16][CH3:17]. The catalyst class is: 88. (8) Reactant: [Cl:1][C:2]1[CH:7]=[CH:6][C:5]([C:8]2[CH2:13][S:12][C:11](=[O:14])[NH:10][N:9]=2)=[CH:4][CH:3]=1.Br[CH2:16][C:17]1[CH:22]=[CH:21][C:20]([N+:23]([O-:25])=[O:24])=[CH:19][CH:18]=1.C(=O)([O-])[O-].[K+].[K+].O. Product: [Cl:1][C:2]1[CH:3]=[CH:4][C:5]([C:8]2[CH2:13][S:12][C:11](=[O:14])[N:10]([CH2:16][C:17]3[CH:22]=[CH:21][C:20]([N+:23]([O-:25])=[O:24])=[CH:19][CH:18]=3)[N:9]=2)=[CH:6][CH:7]=1. The catalyst class is: 10.